Predict the reactants needed to synthesize the given product. From a dataset of Full USPTO retrosynthesis dataset with 1.9M reactions from patents (1976-2016). (1) Given the product [CH2:1]([C:3]1[C:4]2[CH:5]=[CH:6][C:7]([O:26][CH3:27])=[C:8]([O:24][CH3:25])[C:9]=2[C:10](=[O:29])[N:11]2[CH2:20][CH2:19][C:18]3[C:13](=[CH:14][C:15]4[O:23][CH2:22][O:21][C:16]=4[CH:17]=3)[C:12]=12)[CH3:2], predict the reactants needed to synthesize it. The reactants are: [CH2:1]([C:3]1[C:4]2[CH:5]=[CH:6][C:7]([O:26][CH3:27])=[C:8]([O:24][CH3:25])[C:9]=2[CH2:10][NH+:11]2[CH2:20][CH2:19][C:18]3[C:13](=[CH:14][C:15]4[O:23][CH2:22][O:21][C:16]=4[CH:17]=3)[C:12]=12)[CH3:2].[I-].[OH-:29].[Na+]. (2) Given the product [F:1][C:2]1[CH:3]=[C:4]([CH:29]=[CH:30][C:31]=1[F:32])[CH2:5][NH:6][C:7]([C:9]1[C:17]2[C:12](=[CH:13][C:14]([O:18][CH:39]([CH3:41])[CH3:40])=[CH:15][CH:16]=2)[N:11]([CH2:19][C:20]2[CH:25]=[CH:24][CH:23]=[CH:22][N:21]=2)[C:10]=1[C:26]([O:28][CH3:42])=[O:27])=[O:8], predict the reactants needed to synthesize it. The reactants are: [F:1][C:2]1[CH:3]=[C:4]([CH:29]=[CH:30][C:31]=1[F:32])[CH2:5][NH:6][C:7]([C:9]1[C:17]2[C:12](=[CH:13][C:14]([OH:18])=[CH:15][CH:16]=2)[N:11]([CH2:19][C:20]2[CH:25]=[CH:24][CH:23]=[CH:22][N:21]=2)[C:10]=1[C:26]([OH:28])=[O:27])=[O:8].OS(O)(=O)=O.I[CH:39]([CH3:41])[CH3:40].[C:42]([O-])([O-])=O.[K+].[K+].